This data is from Full USPTO retrosynthesis dataset with 1.9M reactions from patents (1976-2016). The task is: Predict the reactants needed to synthesize the given product. Given the product [F:20][C:21]1[CH:22]=[C:23]([NH:24][C:2]2[CH:7]=[C:6]([C:8]3[CH:13]=[CH:12][N:11]=[C:10]([NH:14][CH:15]([CH3:19])[CH2:16][S:17][CH3:18])[N:9]=3)[CH:5]=[CH:4][N:3]=2)[CH:25]=[CH:26][CH:27]=1, predict the reactants needed to synthesize it. The reactants are: Cl[C:2]1[CH:7]=[C:6]([C:8]2[CH:13]=[CH:12][N:11]=[C:10]([NH:14][CH:15]([CH3:19])[CH2:16][S:17][CH3:18])[N:9]=2)[CH:5]=[CH:4][N:3]=1.[F:20][C:21]1[CH:22]=[C:23]([CH:25]=[CH:26][CH:27]=1)[NH2:24].C1(P(C2C=CC=CC=2)C2C=CC3C(=CC=CC=3)C=2C2C3C(=CC=CC=3)C=CC=2P(C2C=CC=CC=2)C2C=CC=CC=2)C=CC=CC=1.C(=O)([O-])[O-].[Cs+].[Cs+].